This data is from Full USPTO retrosynthesis dataset with 1.9M reactions from patents (1976-2016). The task is: Predict the reactants needed to synthesize the given product. (1) Given the product [OH:1][B:2]1[C:6]2[CH:7]=[C:8]([O:12][C:20]3[S:21][C:22]([N+:25]([O-:27])=[O:26])=[N:23][N:24]=3)[CH:9]=[C:10]([CH3:11])[C:5]=2[CH:4]([CH2:13][C:14]([O:16][CH2:17][CH3:18])=[O:15])[O:3]1, predict the reactants needed to synthesize it. The reactants are: [OH:1][B:2]1[C:6]2[CH:7]=[C:8]([OH:12])[CH:9]=[C:10]([CH3:11])[C:5]=2[CH:4]([CH2:13][C:14]([O:16][CH2:17][CH3:18])=[O:15])[O:3]1.Br[C:20]1[S:21][C:22]([N+:25]([O-:27])=[O:26])=[N:23][N:24]=1.C([O-])([O-])=O.[Cs+].[Cs+]. (2) Given the product [Cl:27][C:28]1[CH:33]=[CH:32][C:31]([C:34]2([CH2:5][OH:16])[C:42]3[C:37](=[CH:38][CH:39]=[CH:40][CH:41]=3)[N:36]([CH2:43][C:44]([O:46][CH3:47])=[O:45])[C:35]2=[O:48])=[C:30]([OH:49])[CH:29]=1, predict the reactants needed to synthesize it. The reactants are: BrC1C=CC=C2C=1C(C1C(O)=CC3OCOC=3C=1)[C:5](=[O:16])N2CCCCC.[Cl:27][C:28]1[CH:33]=[CH:32][C:31]([CH:34]2[C:42]3[C:37](=[CH:38][CH:39]=[CH:40][CH:41]=3)[N:36]([CH2:43][C:44]([O:46][CH3:47])=[O:45])[C:35]2=[O:48])=[C:30]([OH:49])[CH:29]=1. (3) Given the product [Cl:1][CH2:2][CH2:3][O:4][C:14]1[CH:19]=[C:18]([O:20][CH3:21])[CH:17]=[CH:16][C:15]=1[N+:22]([O-:24])=[O:23], predict the reactants needed to synthesize it. The reactants are: [Cl:1][CH2:2][CH2:3][OH:4].[Li+].CC([N-]C(C)C)C.F[C:14]1[CH:19]=[C:18]([O:20][CH3:21])[CH:17]=[CH:16][C:15]=1[N+:22]([O-:24])=[O:23]. (4) Given the product [Cl:1][C:2]1[CH:3]=[C:4]2[C:9](=[CH:10][C:11]=1[O:12][C:13]1[CH:14]=[CH:15][C:16]([C:19](=[O:32])[NH:20][C:21]3[CH:30]=[N:29][C:28]4[C:23](=[CH:24][CH:25]=[C:26]([Cl:31])[CH:27]=4)[N:22]=3)=[CH:17][CH:18]=1)[O:8][CH2:7][CH2:6][CH:5]2[C:33]([OH:35])=[O:34], predict the reactants needed to synthesize it. The reactants are: [Cl:1][C:2]1[CH:3]=[C:4]2[C:9](=[CH:10][C:11]=1[O:12][C:13]1[CH:18]=[CH:17][C:16]([C:19](=[O:32])[NH:20][C:21]3[CH:30]=[N:29][C:28]4[C:23](=[CH:24][CH:25]=[C:26]([Cl:31])[CH:27]=4)[N:22]=3)=[CH:15][CH:14]=1)[O:8][CH2:7][CH2:6][CH:5]2[C:33]([O:35]CC)=[O:34].[OH-].[Na+].C(O)C. (5) Given the product [CH2:29]([N:31]1[CH2:36][CH2:35][N:34]([CH2:2][C:3]2[CH:28]=[CH:27][C:6]([C:7]([NH2:9])=[O:8])=[CH:5][N:4]=2)[CH2:33][CH2:32]1)[CH3:30], predict the reactants needed to synthesize it. The reactants are: Br[CH2:2][C:3]1[CH:28]=[CH:27][C:6]([C:7]([NH:9]C2C=CC(Cl)=C(NC(=O)C3C=CC=C(Cl)C=3)C=2)=[O:8])=[CH:5][N:4]=1.[CH2:29]([N:31]1[CH2:36][CH2:35][NH:34][CH2:33][CH2:32]1)[CH3:30]. (6) Given the product [O:7]1[CH2:22][CH2:23][O:24][CH:6]1[C:5]1[CH:4]=[C:3]([CH:10]=[CH:9][CH:8]=1)[C:1]#[N:2], predict the reactants needed to synthesize it. The reactants are: [C:1]([C:3]1[CH:4]=[C:5]([CH:8]=[CH:9][CH:10]=1)[CH:6]=[O:7])#[N:2].C1(C)C=CC(S(O)(=O)=O)=CC=1.[CH2:22](O)[CH2:23][OH:24].